From a dataset of Forward reaction prediction with 1.9M reactions from USPTO patents (1976-2016). Predict the product of the given reaction. (1) Given the reactants [CH3:1][O:2][C:3]([C:5]1[CH:6]=[C:7]2[C:11](=[CH:12][CH:13]=1)[NH:10][C:9]([C:14]1[CH:19]=[CH:18][C:17]([N+:20]([O-])=O)=[CH:16][CH:15]=1)=[CH:8]2)=[O:4].CO.C1COCC1, predict the reaction product. The product is: [CH3:1][O:2][C:3]([C:5]1[CH:6]=[C:7]2[C:11](=[CH:12][CH:13]=1)[NH:10][C:9]([C:14]1[CH:19]=[CH:18][C:17]([NH2:20])=[CH:16][CH:15]=1)=[CH:8]2)=[O:4]. (2) Given the reactants [Cl:1][C:2]1[CH:7]=[CH:6][C:5]([C:8]2[C:12]([C:13]3[CH:18]=[CH:17][N:16]=[C:15]([NH:19][C:20]4[CH:25]=[CH:24][C:23]([CH2:26][N:27]5[CH2:32][CH2:31][N:30]([CH3:33])[CH2:29][CH2:28]5)=[CH:22][CH:21]=4)[N:14]=3)=[CH:11][NH:10][N:9]=2)=[CH:4][CH:3]=1.[CH3:34]O, predict the reaction product. The product is: [Cl:1][C:2]1[CH:7]=[CH:6][C:5]([C:8]2[C:12]([C:13]3[CH:18]=[CH:17][N:16]=[C:15]([NH:19][C:20]4[CH:21]=[CH:22][C:23]([CH2:26][N:27]5[CH2:28][CH2:29][N:30]([CH3:33])[CH2:31][CH2:32]5)=[CH:24][CH:25]=4)[N:14]=3)=[CH:11][N:10]([CH3:34])[N:9]=2)=[CH:4][CH:3]=1. (3) Given the reactants [NH2:1][CH2:2][CH2:3][CH2:4][NH:5][C:6]1[C:11]([Br:12])=[CH:10][N:9]=[C:8]([NH:13][C:14]2[CH:15]=[C:16]([NH:20][C:21]([N:23]3[CH2:27][CH2:26][CH2:25][CH2:24]3)=[O:22])[CH:17]=[CH:18][CH:19]=2)[N:7]=1.Cl[C:29]([O:31][CH2:32][CH3:33])=[O:30], predict the reaction product. The product is: [CH2:32]([O:31][C:29](=[O:30])[NH:1][CH2:2][CH2:3][CH2:4][NH:5][C:6]1[C:11]([Br:12])=[CH:10][N:9]=[C:8]([NH:13][C:14]2[CH:19]=[CH:18][CH:17]=[C:16]([NH:20][C:21]([N:23]3[CH2:27][CH2:26][CH2:25][CH2:24]3)=[O:22])[CH:15]=2)[N:7]=1)[CH3:33]. (4) Given the reactants [Br:1][C:2]1[CH:3]=[CH:4][C:5]([NH2:11])=[C:6]([CH:10]=1)[C:7](O)=[O:8].[CH:12]([NH2:14])=O.O, predict the reaction product. The product is: [Br:1][C:2]1[CH:10]=[C:6]2[C:5](=[CH:4][CH:3]=1)[N:11]=[CH:12][NH:14][C:7]2=[O:8]. (5) Given the reactants [C:1]1([N:7]=[C:8]=[O:9])[CH:6]=[CH:5][CH:4]=[CH:3][CH:2]=1.[OH:10][C:11]1[CH:32]=[CH:31][C:14]([O:15][CH2:16][CH2:17][N:18]2[CH2:23][CH2:22][C:21]([C:25]3[CH:30]=[CH:29][CH:28]=[CH:27][CH:26]=3)([OH:24])[CH2:20][CH2:19]2)=[CH:13][CH:12]=1, predict the reaction product. The product is: [OH:24][C:21]1([C:25]2[CH:26]=[CH:27][CH:28]=[CH:29][CH:30]=2)[CH2:20][CH2:19][N:18]([CH2:17][CH2:16][O:15][C:14]2[CH:13]=[CH:12][C:11]([O:10][C:8](=[O:9])[NH:7][C:1]3[CH:6]=[CH:5][CH:4]=[CH:3][CH:2]=3)=[CH:32][CH:31]=2)[CH2:23][CH2:22]1. (6) Given the reactants [C:1]1([NH:7][C:8]2[CH:20]=[CH:19][C:11]([C:12]([NH:14][CH2:15][C:16]([OH:18])=O)=[O:13])=[CH:10][CH:9]=2)[CH:6]=[CH:5][CH:4]=[CH:3][CH:2]=1.CCN(C(C)C)C(C)C.C1C=CC2N(O)N=NC=2C=1.CCN=C=NCCCN(C)C.Cl.Cl.Cl.[Br:54][C:55]1[CH:60]=[CH:59][CH:58]=[CH:57][C:56]=1[NH:61][CH:62]1[CH2:67][CH2:66][NH:65][CH2:64][CH2:63]1, predict the reaction product. The product is: [Br:54][C:55]1[CH:60]=[CH:59][CH:58]=[CH:57][C:56]=1[NH:61][CH:62]1[CH2:67][CH2:66][N:65]([C:16](=[O:18])[CH2:15][NH:14][C:12](=[O:13])[C:11]2[CH:10]=[CH:9][C:8]([NH:7][C:1]3[CH:2]=[CH:3][CH:4]=[CH:5][CH:6]=3)=[CH:20][CH:19]=2)[CH2:64][CH2:63]1. (7) Given the reactants [OH:1][C@:2]12[C@H:11]3[CH2:12][C:13]4[C:18]5[C@@:7]1([CH2:8][CH2:9][NH:10]3)[C@@H:6]([O:19][C:17]=5[C:16]([O:20][CH3:21])=[CH:15][CH:14]=4)[C:5](=[O:22])[CH2:4][CH2:3]2.C([O-])([O-])=O.[K+].[K+].[CH:29]1([CH2:32]Br)[CH2:31][CH2:30]1, predict the reaction product. The product is: [CH:29]1([CH2:32][N:10]2[CH2:9][CH2:8][C@@:7]34[C:18]5[C:13]6[CH2:12][C@@H:11]2[C@:2]3([OH:1])[CH2:3][CH2:4][C:5](=[O:22])[C@@H:6]4[O:19][C:17]=5[C:16]([O:20][CH3:21])=[CH:15][CH:14]=6)[CH2:31][CH2:30]1. (8) Given the reactants C[O:2][C:3]([C:5]1[C:6](=[O:22])[NH:7][C:8]2[C:13]([CH:14]=1)=[CH:12][C:11]([O:15][CH3:16])=[C:10]([O:17][CH2:18][CH2:19][O:20][CH3:21])[CH:9]=2)=[O:4].[OH-].[Na+], predict the reaction product. The product is: [CH3:16][O:15][C:11]1[CH:12]=[C:13]2[C:8](=[CH:9][C:10]=1[O:17][CH2:18][CH2:19][O:20][CH3:21])[NH:7][C:6](=[O:22])[C:5]([C:3]([OH:4])=[O:2])=[CH:14]2.